This data is from Forward reaction prediction with 1.9M reactions from USPTO patents (1976-2016). The task is: Predict the product of the given reaction. (1) Given the reactants C[Si]([N-][Si](C)(C)C)(C)C.[Li+].[C:11]([N:14]1[C@@H:18]([CH2:19][C:20]2[CH:25]=[CH:24][CH:23]=[CH:22][CH:21]=2)[CH2:17][O:16][C:15]1=[O:26])(=[O:13])[CH3:12].[C:27]([C:30]1[CH:35]=[CH:34][CH:33]=[CH:32][CH:31]=1)(=[O:29])[CH3:28], predict the reaction product. The product is: [CH2:19]([C@H:18]1[CH2:17][O:16][C:15](=[O:26])[N:14]1[C:11](=[O:13])[CH2:12][C@:27]([OH:29])([C:30]1[CH:35]=[CH:34][CH:33]=[CH:32][CH:31]=1)[CH3:28])[C:20]1[CH:25]=[CH:24][CH:23]=[CH:22][CH:21]=1. (2) Given the reactants [S:1]([CH2:12][CH2:13][NH:14][C:15](=[O:20])[CH2:16][CH2:17][CH2:18]Cl)[S:2][CH2:3][CH2:4][NH:5][C:6](=[O:11])[CH2:7][CH2:8][CH2:9][Cl:10].[N:21]1[CH:26]=[CH:25][CH:24]=[CH:23][C:22]=1[CH3:27].C(=O)([O-])[O-].[Cs+].[Cs+], predict the reaction product. The product is: [Cl-:10].[Cl-:10].[S:1]([CH2:12][CH2:13][NH:14][C:15](=[O:20])[CH2:16][CH2:17][CH2:18][N+:21]1[CH:26]=[CH:25][CH:24]=[CH:23][C:22]=1[CH3:27])[S:2][CH2:3][CH2:4][NH:5][C:6](=[O:11])[CH2:7][CH2:8][CH2:9][N+:21]1[CH:26]=[CH:25][CH:24]=[CH:23][C:22]=1[CH3:27]. (3) The product is: [CH2:19]([O:12][C:11](=[O:13])[CH2:10][C:4]1[CH:5]=[CH:6][C:7]([O:8][CH3:9])=[C:2]([OH:1])[CH:3]=1)[CH3:20]. Given the reactants [OH:1][C:2]1[CH:3]=[C:4]([CH2:10][C:11]([OH:13])=[O:12])[CH:5]=[CH:6][C:7]=1[O:8][CH3:9].S(=O)(=O)(O)O.[CH3:19][CH2:20]O, predict the reaction product. (4) Given the reactants Cl[C:2]1[C:7]([N+:8]([O-:10])=[O:9])=[CH:6][CH:5]=[CH:4][N:3]=1.[B-](F)(F)(F)[CH:12]=[CH2:13].[K+].C(N(CC)CC)C, predict the reaction product. The product is: [N+:8]([C:7]1[C:2]([CH:12]=[CH2:13])=[N:3][CH:4]=[CH:5][CH:6]=1)([O-:10])=[O:9]. (5) Given the reactants [Br:1][C:2]1[CH:7]=[C:6]([O:8][CH3:9])[C:5]([OH:10])=[CH:4][C:3]=1[CH2:11][C:12]([OH:14])=[O:13].[C:15](=O)(O)[O-].[Na+], predict the reaction product. The product is: [CH3:15][O:13][C:12](=[O:14])[CH2:11][C:3]1[CH:4]=[C:5]([OH:10])[C:6]([O:8][CH3:9])=[CH:7][C:2]=1[Br:1]. (6) The product is: [OH:17][CH2:18][CH2:19][N:20]1[CH2:25][CH2:24][N:23]([CH2:2][C:3]([NH:5][C:6]2[C:7]([S:15][CH3:16])=[N:8][C:9]([CH3:14])=[CH:10][C:11]=2[S:12][CH3:13])=[O:4])[CH2:22][CH2:21]1. Given the reactants Br[CH2:2][C:3]([NH:5][C:6]1[C:7]([S:15][CH3:16])=[N:8][C:9]([CH3:14])=[CH:10][C:11]=1[S:12][CH3:13])=[O:4].[OH:17][CH2:18][CH2:19][N:20]1[CH2:25][CH2:24][NH:23][CH2:22][CH2:21]1.C(=O)([O-])[O-].[K+].[K+], predict the reaction product.